This data is from Full USPTO retrosynthesis dataset with 1.9M reactions from patents (1976-2016). The task is: Predict the reactants needed to synthesize the given product. (1) Given the product [F:19][C:15]1[CH:14]=[C:13]([C:12]2[C:3]3[C:2](=[CH:11][CH:10]=[C:5]([C:6]([O:8][CH3:9])=[O:7])[CH:4]=3)[NH:23][N:22]=2)[CH:18]=[CH:17][CH:16]=1, predict the reactants needed to synthesize it. The reactants are: F[C:2]1[CH:11]=[CH:10][C:5]([C:6]([O:8][CH3:9])=[O:7])=[CH:4][C:3]=1[C:12](=O)[C:13]1[CH:18]=[CH:17][CH:16]=[C:15]([F:19])[CH:14]=1.O.[NH2:22][NH2:23].Cl. (2) Given the product [C:33]1([CH:28]2[CH2:27][CH2:26][C:25]3[C:30](=[CH:31][CH:32]=[C:23]([O:22][C:19]4[N:18]=[CH:17][C:16]([NH:15][C:14]([CH:11]5[CH2:12][CH2:13][NH:8][CH2:9][CH2:10]5)=[O:39])=[CH:21][CH:20]=4)[CH:24]=3)[O:29]2)[CH:38]=[CH:37][CH:36]=[CH:35][CH:34]=1, predict the reactants needed to synthesize it. The reactants are: C(OC([N:8]1[CH2:13][CH2:12][CH:11]([C:14](=[O:39])[NH:15][C:16]2[CH:17]=[N:18][C:19]([O:22][C:23]3[CH:24]=[C:25]4[C:30](=[CH:31][CH:32]=3)[O:29][CH:28]([C:33]3[CH:38]=[CH:37][CH:36]=[CH:35][CH:34]=3)[CH2:27][CH2:26]4)=[CH:20][CH:21]=2)[CH2:10][CH2:9]1)=O)(C)(C)C.Cl. (3) The reactants are: Br[CH:2]([C:4]1[O:5][C:6](=[O:21])[C:7]2[C:12]([C:13]=1[C:14]1[CH:15]=[C:16]([CH3:20])[CH:17]=[CH:18][CH:19]=1)=[CH:11][CH:10]=[CH:9][CH:8]=2)[CH3:3].[N:22]1[C:30]([NH2:31])=[C:29]2[C:25]([NH:26][CH:27]=[N:28]2)=[N:24][CH:23]=1.C([O-])([O-])=O.[K+].[K+]. Given the product [NH2:31][C:30]1[N:22]=[CH:23][N:24]=[C:25]2[C:29]=1[N:28]=[CH:27][N:26]2[CH:2]([C:4]1[O:5][C:6](=[O:21])[C:7]2[C:12]([C:13]=1[C:14]1[CH:15]=[C:16]([CH3:20])[CH:17]=[CH:18][CH:19]=1)=[CH:11][CH:10]=[CH:9][CH:8]=2)[CH3:3], predict the reactants needed to synthesize it. (4) Given the product [CH3:27][N:24]1[CH2:25][CH2:26][C:21]([C:19]#[C:20][C:2]2[CH:3]=[C:4]3[C:9](=[CH:10][CH:11]=2)[N:8]=[CH:7][N:6]=[C:5]3[O:12][C:13]2[CH:18]=[CH:17][CH:16]=[CH:15][CH:14]=2)([OH:28])[CH2:22][CH2:23]1, predict the reactants needed to synthesize it. The reactants are: I[C:2]1[CH:3]=[C:4]2[C:9](=[CH:10][CH:11]=1)[N:8]=[CH:7][N:6]=[C:5]2[O:12][C:13]1[CH:18]=[CH:17][CH:16]=[CH:15][CH:14]=1.[C:19]([C:21]1([OH:28])[CH2:26][CH2:25][N:24]([CH3:27])[CH2:23][CH2:22]1)#[CH:20].C1C=CC(P(C2C=CC=CC=2)C2C=CC=CC=2)=CC=1.